The task is: Regression. Given a peptide amino acid sequence and an MHC pseudo amino acid sequence, predict their binding affinity value. This is MHC class II binding data.. This data is from Peptide-MHC class II binding affinity with 134,281 pairs from IEDB. (1) The peptide sequence is KPAAAATATATSAVG. The MHC is DRB1_1602 with pseudo-sequence DRB1_1602. The binding affinity (normalized) is 0.157. (2) The peptide sequence is KKSGARSNVTFTVNQTS. The MHC is DRB3_0301 with pseudo-sequence DRB3_0301. The binding affinity (normalized) is 0.808.